Dataset: Forward reaction prediction with 1.9M reactions from USPTO patents (1976-2016). Task: Predict the product of the given reaction. (1) The product is: [NH2:22][C:23]1[CH:28]=[C:27]([C:2]2[C:19]([F:20])=[CH:18][CH:17]=[C:4]([CH2:5][C:6]3[C:15]4[C:10](=[CH:11][CH:12]=[CH:13][CH:14]=4)[C:9](=[O:16])[NH:8][N:7]=3)[CH:3]=2)[CH:26]=[CH:25][CH:24]=1. Given the reactants Br[C:2]1[CH:3]=[C:4]([CH:17]=[CH:18][C:19]=1[F:20])[CH2:5][C:6]1[C:15]2[C:10](=[CH:11][CH:12]=[CH:13][CH:14]=2)[C:9](=[O:16])[NH:8][N:7]=1.O.[NH2:22][C:23]1[CH:24]=[C:25](B(O)O)[CH:26]=[CH:27][CH:28]=1.C(=O)([O-])[O-].[K+].[K+], predict the reaction product. (2) The product is: [C:18]([O:22][C:23]1[CH:28]=[CH:27][C:26]([CH2:29][CH2:30][CH2:31][CH2:32][N:33]2[CH:37]=[CH:36][N:35]=[C:34]2[CH2:38][S:3][CH3:4])=[CH:25][CH:24]=1)([CH3:21])([CH3:20])[CH3:19]. Given the reactants CS[S:3][CH3:4].C(P(CCCC)CCCC)CCC.[C:18]([O:22][C:23]1[CH:28]=[CH:27][C:26]([CH2:29][CH2:30][CH2:31][CH2:32][N:33]2[CH:37]=[CH:36][N:35]=[C:34]2[CH2:38]O)=[CH:25][CH:24]=1)([CH3:21])([CH3:20])[CH3:19], predict the reaction product. (3) Given the reactants [C:1]1([C@H:13]2[C@H:17]([C:18]3[CH:23]=[CH:22][CH:21]=[C:20]([O:24]C)[CH:19]=3)[C:16](=[O:26])[NH:15][C:14]2=[O:27])[C:11]2=[C:12]3[C:7](=[CH:8][CH:9]=[CH:10]2)[CH2:6][CH2:5][CH2:4][N:3]3[CH:2]=1.B(Br)(Br)Br, predict the reaction product. The product is: [C:1]1([C@H:13]2[C@H:17]([C:18]3[CH:23]=[CH:22][CH:21]=[C:20]([OH:24])[CH:19]=3)[C:16](=[O:26])[NH:15][C:14]2=[O:27])[C:11]2=[C:12]3[C:7](=[CH:8][CH:9]=[CH:10]2)[CH2:6][CH2:5][CH2:4][N:3]3[CH:2]=1. (4) The product is: [Cl:1][C:2]1[CH:3]=[C:4]([CH:7]=[CH:8][C:9]=1[O:15][CH:13]([CH3:14])[C:12]([F:17])([F:16])[F:11])[C:5]#[N:6]. Given the reactants [Cl:1][C:2]1[CH:3]=[C:4]([CH:7]=[CH:8][C:9]=1F)[C:5]#[N:6].[F:11][C:12]([F:17])([F:16])[CH:13]([OH:15])[CH3:14].[H-].[Na+].[NH4+].[Cl-], predict the reaction product. (5) Given the reactants [Cl-].[CH3:2][O:3][CH2:4][P+](C1C=CC=CC=1)(C1C=CC=CC=1)C1C=CC=CC=1.[CH3:24][Si]([N-][Si](C)(C)C)(C)C.[Na+].[Cl:34][C:35]1[CH:36]=[C:37]([C:45]2[O:49][N:48]=[C:47]([C:50]3[CH:51]=[CH:52][CH:53]=[C:54]4[C:58]=3[N:57]([CH3:59])[CH:56]=[C:55]4C=O)[N:46]=2)[CH:38]=[CH:39][C:40]=1[O:41][CH:42]([CH3:44])[CH3:43], predict the reaction product. The product is: [Cl:34][C:35]1[CH:36]=[C:37]([C:45]2[O:49][N:48]=[C:47]([C:50]3[CH:51]=[CH:52][CH:53]=[C:54]4[C:58]=3[N:57]([CH3:59])[CH:56]=[C:55]4/[CH:24]=[CH:4]/[O:3][CH3:2])[N:46]=2)[CH:38]=[CH:39][C:40]=1[O:41][CH:42]([CH3:43])[CH3:44].